Dataset: Reaction yield outcomes from USPTO patents with 853,638 reactions. Task: Predict the reaction yield, written as a fraction of the theoretical maximum amount of product (1.0 means a 100% yield; for example, 0.34 means a 34% yield). (1) The reactants are [C:1]([O:4][C@@H:5]1[CH2:21][C:20]2[C@@:8]([CH2:24][OH:25])([CH:9]3[CH:17]([CH2:18][CH:19]=2)[CH:16]2[C@@:12]([CH3:23])([C:13](=[O:22])[CH2:14][CH2:15]2)[CH2:11][CH2:10]3)[CH2:7][CH2:6]1)(=[O:3])[CH3:2].[H][H]. The catalyst is CO.[Pd]. The product is [C:1]([O:4][C@@H:5]1[CH2:21][CH:20]2[C@@:8]([CH2:24][OH:25])([CH:9]3[CH:17]([CH2:18][CH2:19]2)[CH:16]2[C@@:12]([CH3:23])([C:13](=[O:22])[CH2:14][CH2:15]2)[CH2:11][CH2:10]3)[CH2:7][CH2:6]1)(=[O:3])[CH3:2]. The yield is 0.980. (2) The reactants are [N:1]1([C:6]2[CH:13]=[CH:12][C:9]([CH:10]=O)=[CH:8][CH:7]=2)[CH:5]=[N:4][CH:3]=[N:2]1.[C:14]([O-])([O-])=O.[K+].[K+]. The catalyst is O1CCOCC1.[Br-].C[P+](C1C=CC=CC=1)(C1C=CC=CC=1)C1C=CC=CC=1. The product is [CH:10]([C:9]1[CH:12]=[CH:13][C:6]([N:1]2[CH:5]=[N:4][CH:3]=[N:2]2)=[CH:7][CH:8]=1)=[CH2:14]. The yield is 0.630. (3) The reactants are [O:1]=[C:2]1[C:7]([CH2:8][C:9]2[CH:14]=[CH:13][C:12]([C:15]3[C:16]([C:21]#[N:22])=[CH:17][CH:18]=[CH:19][CH:20]=3)=[CH:11][CH:10]=2)=[C:6]([CH2:23][CH2:24][CH3:25])[N:5]2[N:26]=[CH:27][N:28]=[C:4]2[N:3]1[CH:29]1[CH2:34][CH2:33][CH:32]([O:35][CH2:36][C:37](=[O:39])[CH3:38])[CH2:31][CH2:30]1.[CH3:40][Mg]Br.[Cl-].[NH4+]. The catalyst is O1CCCC1. The product is [OH:39][C:37]([CH3:40])([CH3:38])[CH2:36][O:35][CH:32]1[CH2:31][CH2:30][CH:29]([N:3]2[C:2](=[O:1])[C:7]([CH2:8][C:9]3[CH:14]=[CH:13][C:12]([C:15]4[C:16]([C:21]#[N:22])=[CH:17][CH:18]=[CH:19][CH:20]=4)=[CH:11][CH:10]=3)=[C:6]([CH2:23][CH2:24][CH3:25])[N:5]3[N:26]=[CH:27][N:28]=[C:4]23)[CH2:34][CH2:33]1. The yield is 0.780. (4) The reactants are [NH2:1][C:2]([C:9]1[CH:18]=[CH:17][C:16]2[C:11](=[CH:12][CH:13]=[C:14]([O:19][C@H:20]3[CH2:25][CH2:24][C@H:23]([C:26]([F:29])([F:28])[F:27])[CH2:22][CH2:21]3)[CH:15]=2)[CH:10]=1)([CH3:8])[CH2:3][CH2:4][C:5]([OH:7])=[O:6].C(O)(C(F)(F)F)=O.[N+](C(C1C=CC2C(=CC=C(O[C@H]3CC[C@@H](C(F)(F)F)CC3)C=2)C=1)(C)CCC(O)=O)([O-])=O. No catalyst specified. The product is [NH2:1][C:2]([C:9]1[CH:18]=[CH:17][C:16]2[C:11](=[CH:12][CH:13]=[C:14]([O:19][C@H:20]3[CH2:25][CH2:24][C@@H:23]([C:26]([F:27])([F:28])[F:29])[CH2:22][CH2:21]3)[CH:15]=2)[CH:10]=1)([CH3:8])[CH2:3][CH2:4][C:5]([OH:7])=[O:6]. The yield is 0.210. (5) The reactants are [N+](C1C=C(S(O[CH2:14][C@@H:15]2[CH2:17][O:16]2)(=O)=O)C=CC=1)([O-])=O.[F:18][C:19]1[CH:24]=[CH:23][C:22]([CH2:25][CH2:26][C:27]([O:29][CH3:30])=[O:28])=[C:21]([OH:31])[CH:20]=1.C([O-])([O-])=O.[Cs+].[Cs+]. The catalyst is CN(C=O)C. The product is [F:18][C:19]1[CH:24]=[CH:23][C:22]([CH2:25][CH2:26][C:27]([O:29][CH3:30])=[O:28])=[C:21]([O:31][CH2:14][C@@H:15]2[CH2:17][O:16]2)[CH:20]=1. The yield is 0.830. (6) The reactants are C([SiH2][O:6][C:7](C)(C)[C:8]1[CH:9]=[C:10]([CH:13]=[CH:14][C:15]=1[Cl:16])[CH:11]=O)(C)(C)C.C([O-])(=O)C.[NH4+].[N+:24]([CH3:27])([O-:26])=[O:25].N1C=CN=C1.[CH3:33][C:34]([Si:37](Cl)([CH3:39])[CH3:38])([CH3:36])[CH3:35].[NH4+].[Cl-]. The catalyst is CC(O)=O. The product is [C:34]([Si:37]([O:6][CH2:7][C:8]1[CH:9]=[C:10]([CH:11]=[CH:27][N+:24]([O-:26])=[O:25])[CH:13]=[CH:14][C:15]=1[Cl:16])([CH3:39])[CH3:38])([CH3:36])([CH3:35])[CH3:33]. The yield is 0.590. (7) The reactants are C(O[C:6]([N:8]1[CH2:13][CH2:12][N:11]([C:14]2[S:15][C:16]([CH3:28])=[C:17]([C:19]3[CH:24]=[CH:23][C:22]([C:25]([OH:27])=[O:26])=[CH:21][CH:20]=3)[N:18]=2)[CH2:10][CH2:9]1)=O)(C)(C)C.CC(O)=O.C(O[Na])(C)=O.C=O.[BH3-]C#N.[Na+]. The catalyst is Cl.O1CCOCC1. The product is [CH3:28][C:16]1[S:15][C:14]([N:11]2[CH2:10][CH2:9][N:8]([CH3:6])[CH2:13][CH2:12]2)=[N:18][C:17]=1[C:19]1[CH:24]=[CH:23][C:22]([C:25]([OH:27])=[O:26])=[CH:21][CH:20]=1. The yield is 0.950. (8) The reactants are [CH3:1][O:2][C:3]1[C:11]([CH3:12])=[CH:10][C:6]2=[N:7][O:8][N:9]=[C:5]2[CH:4]=1.BrN1C(=[O:19])CCC1=O.C(=O)([O-])[O-].[Ca+2].O. The catalyst is C(Cl)(Cl)(Cl)Cl. The product is [OH:19][CH2:12][C:11]1[C:3]([O:2][CH3:1])=[CH:4][C:5]2[C:6]([CH:10]=1)=[N:7][O:8][N:9]=2. The yield is 0.610.